From a dataset of Forward reaction prediction with 1.9M reactions from USPTO patents (1976-2016). Predict the product of the given reaction. (1) Given the reactants [F:1][C:2]1[C:11]2[CH2:10][N:9]([C@H:12]([CH:16]([CH3:18])[CH3:17])[C:13]([OH:15])=O)[C:8](=[O:19])[C:7]3=[CH:20][NH:21][C:5]([C:6]=23)=[N:4][CH:3]=1.C1C=C2N=NN(O)C2=CC=1.O.CCN=C=NCCCN(C)C.Cl.Cl.[S:46]1(=[O:52])(=[O:51])[CH2:50][CH2:49][NH:48][CH2:47]1.CN1CCOCC1, predict the reaction product. The product is: [O:51]=[S:46]1(=[O:52])[CH2:50][CH2:49][N:48]([C:13](=[O:15])[C@H:12]([N:9]2[C:8](=[O:19])[C:7]3=[CH:20][NH:21][C:5]4[C:6]3=[C:11]([C:2]([F:1])=[CH:3][N:4]=4)[CH2:10]2)[CH:16]([CH3:17])[CH3:18])[CH2:47]1. (2) Given the reactants [C:1]([O:4][C@@H:5]1[C@H:10]([O:11][C:12](=[O:14])[CH3:13])[C@@H:9]([O:15][C:16](=[O:18])[CH3:17])[C@H:8]([CH3:19])[O:7][C@H:6]1[O:20][C@@H:21]1[C@@H:30]([OH:31])[C@H:29]([CH3:32])[O:28][C@@:23]([C@H:33]2[O:62][C@H:61]([CH2:63][O:64][CH2:65][C:66]3[CH:71]=[CH:70][CH:69]=[CH:68][CH:67]=3)[C@@H:52]([O:53][CH2:54][C:55]3[CH:60]=[CH:59][CH:58]=[CH:57][CH:56]=3)[C@H:43]([O:44][CH2:45][C:46]3[CH:51]=[CH:50][CH:49]=[CH:48][CH:47]=3)[C@H:34]2[O:35][CH2:36][C:37]2[CH:42]=[CH:41][CH:40]=[CH:39][CH:38]=2)([O:24]CC=C)[C@@H:22]1[O:72][C:73](=[O:80])[C:74]1[CH:79]=[CH:78][CH:77]=[CH:76][CH:75]=1)(=[O:3])[CH3:2], predict the reaction product. The product is: [C:1]([O:4][C@@H:5]1[C@H:10]([O:11][C:12](=[O:14])[CH3:13])[C@@H:9]([O:15][C:16](=[O:18])[CH3:17])[C@H:8]([CH3:19])[O:7][C@H:6]1[O:20][C@@H:21]1[C@@H:30]([OH:31])[C@H:29]([CH3:32])[O:28][C@@:23]([C@H:33]2[O:62][C@H:61]([CH2:63][O:64][CH2:65][C:66]3[CH:67]=[CH:68][CH:69]=[CH:70][CH:71]=3)[C@@H:52]([O:53][CH2:54][C:55]3[CH:60]=[CH:59][CH:58]=[CH:57][CH:56]=3)[C@H:43]([O:44][CH2:45][C:46]3[CH:51]=[CH:50][CH:49]=[CH:48][CH:47]=3)[C@H:34]2[O:35][CH2:36][C:37]2[CH:38]=[CH:39][CH:40]=[CH:41][CH:42]=2)([OH:24])[C@@H:22]1[O:72][C:73](=[O:80])[C:74]1[CH:79]=[CH:78][CH:77]=[CH:76][CH:75]=1)(=[O:3])[CH3:2]. (3) Given the reactants Cl.[F:2][C:3]([F:35])([F:34])[C:4]1[CH:5]=[C:6]([C@@H:14]([N:16]([CH3:33])[C:17]([C@H:19]2[CH2:24][CH2:23][NH:22][CH2:21][C@@H:20]2[C:25]2[CH:30]=[CH:29][C:28]([F:31])=[CH:27][C:26]=2[CH3:32])=[O:18])[CH3:15])[CH:7]=[C:8]([C:10]([F:13])([F:12])[F:11])[CH:9]=1.[N:36]1[CH:41]=[C:40]([C:42](O)=[O:43])[CH:39]=[N:38][CH:37]=1.CCN=C=NCCCN(C)C.Cl.C1C=CC2N(O)N=NC=2C=1, predict the reaction product. The product is: [F:35][C:3]([F:2])([F:34])[C:4]1[CH:5]=[C:6]([C@@H:14]([N:16]([CH3:33])[C:17]([C@H:19]2[CH2:24][CH2:23][N:22]([C:42]([C:40]3[CH:41]=[N:36][CH:37]=[N:38][CH:39]=3)=[O:43])[CH2:21][C@@H:20]2[C:25]2[CH:30]=[CH:29][C:28]([F:31])=[CH:27][C:26]=2[CH3:32])=[O:18])[CH3:15])[CH:7]=[C:8]([C:10]([F:12])([F:13])[F:11])[CH:9]=1.